The task is: Predict the reactants needed to synthesize the given product.. This data is from Full USPTO retrosynthesis dataset with 1.9M reactions from patents (1976-2016). (1) Given the product [CH2:1]([O:8][C:9]([C@H:11]1[CH2:16][CH2:15][C@H:14]2[C@H:13]([O:25]2)[CH2:12]1)=[O:10])[C:2]1[CH:7]=[CH:6][CH:5]=[CH:4][CH:3]=1, predict the reactants needed to synthesize it. The reactants are: [CH2:1]([O:8][C:9]([C@H:11]1[CH2:16][CH2:15][CH:14]=[CH:13][CH2:12]1)=[O:10])[C:2]1[CH:7]=[CH:6][CH:5]=[CH:4][CH:3]=1.ClC1C=CC=C(C(OO)=[O:25])C=1.S([O-])([O-])(=O)=S.[Na+].[Na+]. (2) Given the product [CH3:40][NH:39][C:36]1[N:35]=[CH:34][C:33]([NH:32][C:29]([C:16]2[N:17]([CH2:21][C:22]3[CH:27]=[CH:26][CH:25]=[C:24]([F:28])[CH:23]=3)[C:18]3[C:14]([CH:15]=2)=[CH:13][C:12]([F:11])=[CH:20][CH:19]=3)=[O:30])=[CH:38][CH:37]=1, predict the reactants needed to synthesize it. The reactants are: C(P(=O)(OCC)OCC)#N.[F:11][C:12]1[CH:13]=[C:14]2[C:18](=[CH:19][CH:20]=1)[N:17]([CH2:21][C:22]1[CH:27]=[CH:26][CH:25]=[C:24]([F:28])[CH:23]=1)[C:16]([C:29](O)=[O:30])=[CH:15]2.[NH2:32][C:33]1[CH:34]=[N:35][C:36]([NH:39][CH3:40])=[CH:37][CH:38]=1.C(N(CC)CC)C. (3) Given the product [CH:17]1([NH:16][C:14](=[O:15])[C:13]2[CH:20]=[CH:21][C:22]([CH3:23])=[C:11]([N:6]3[CH:5]=[N:4][C:3]4[C:7]3=[N:8][CH:9]=[N:10][C:2]=4[NH:24][C:25]3[CH:30]=[CH:29][CH:28]=[CH:27][CH:26]=3)[CH:12]=2)[CH2:19][CH2:18]1, predict the reactants needed to synthesize it. The reactants are: Cl[C:2]1[N:10]=[CH:9][N:8]=[C:7]2[C:3]=1[N:4]=[CH:5][N:6]2[C:11]1[CH:12]=[C:13]([CH:20]=[CH:21][C:22]=1[CH3:23])[C:14]([NH:16][CH:17]1[CH2:19][CH2:18]1)=[O:15].[NH2:24][C:25]1[CH:30]=[CH:29][CH:28]=[CH:27][CH:26]=1. (4) Given the product [F:34]/[C:15](/[C:11]1[CH:12]=[C:13]([CH3:14])[N:9]([CH2:8][C:5]2[CH:6]=[N:7][C:2]([NH:36][CH3:35])=[CH:3][CH:4]=2)[N:10]=1)=[CH:16]\[C:17]1[CH:22]=[CH:21][C:20]([S:23][C:24]([CH3:33])([CH3:32])[C:25]([N:27]2[CH2:31][CH2:30][CH2:29][CH2:28]2)=[O:26])=[CH:19][CH:18]=1, predict the reactants needed to synthesize it. The reactants are: Cl[C:2]1[N:7]=[CH:6][C:5]([CH2:8][N:9]2[C:13]([CH3:14])=[CH:12][C:11](/[C:15](/[F:34])=[CH:16]/[C:17]3[CH:22]=[CH:21][C:20]([S:23][C:24]([CH3:33])([CH3:32])[C:25]([N:27]4[CH2:31][CH2:30][CH2:29][CH2:28]4)=[O:26])=[CH:19][CH:18]=3)=[N:10]2)=[CH:4][CH:3]=1.[CH3:35][NH2:36].